From a dataset of Reaction yield outcomes from USPTO patents with 853,638 reactions. Predict the reaction yield, written as a fraction of the theoretical maximum amount of product (1.0 means a 100% yield; for example, 0.34 means a 34% yield). (1) The reactants are [N:1]1[C:10]2[C:9](=[O:11])[CH2:8][CH2:7][CH2:6][C:5]=2[CH:4]=[CH:3][CH:2]=1.C1(C)C=CC(S(O)(=O)=[O:19])=CC=1.N1C[CH2:26][CH2:25][CH2:24]1.[CH2:28]([OH:30])[CH3:29]. The catalyst is C1C=CC=CC=1.O. The product is [O:11]=[C:9]1[C:10]2[N:1]=[CH:2][CH:3]=[CH:4][C:5]=2[CH2:6][CH2:7][CH:8]1[CH2:26][CH2:25][C:24]([O:30][CH2:28][CH3:29])=[O:19]. The yield is 0.620. (2) The reactants are [N+:1]([C:4]1[CH:5]=[N:6][CH:7]=[CH:8][C:9]=1[N:10]1[CH2:15][CH2:14][CH2:13][C@H:12]([NH:16][C:17](=[O:26])[O:18][CH2:19][C:20]2[CH:25]=[CH:24][CH:23]=[CH:22][CH:21]=2)[CH2:11]1)([O-])=O.CC(O)=O.O. The catalyst is [Fe]. The product is [NH2:1][C:4]1[CH:5]=[N:6][CH:7]=[CH:8][C:9]=1[N:10]1[CH2:15][CH2:14][CH2:13][C@H:12]([NH:16][C:17](=[O:26])[O:18][CH2:19][C:20]2[CH:21]=[CH:22][CH:23]=[CH:24][CH:25]=2)[CH2:11]1. The yield is 0.830. (3) The reactants are [CH:1]([C:3]1[CH:26]=[CH:25][C:6]([O:7][CH2:8][C:9]2[N:10]=[C:11]([C:15]3[CH:24]=[CH:23][CH:22]=[CH:21][C:16]=3[C:17]([O:19][CH3:20])=[O:18])[O:12][C:13]=2[CH3:14])=[C:5]([O:27][CH3:28])[CH:4]=1)=[O:2].C(O)C.[BH4-].[Na+].O. The catalyst is O1CCCC1. The product is [OH:2][CH2:1][C:3]1[CH:26]=[CH:25][C:6]([O:7][CH2:8][C:9]2[N:10]=[C:11]([C:15]3[CH:24]=[CH:23][CH:22]=[CH:21][C:16]=3[C:17]([O:19][CH3:20])=[O:18])[O:12][C:13]=2[CH3:14])=[C:5]([O:27][CH3:28])[CH:4]=1. The yield is 0.920. (4) The reactants are C[C@@H]([NH3+])C1C=CC=CC=1.[CH2:10]([C@H:14]([CH2:18][OH:19])[C:15]([O-:17])=[O:16])[CH2:11][CH2:12][CH3:13].C(OC(C)C)(=O)C. The catalyst is Cl. The product is [CH2:10]([C@H:14]([CH2:18][OH:19])[C:15]([OH:17])=[O:16])[CH2:11][CH2:12][CH3:13]. The yield is 0.980. (5) The reactants are [Cl:1][C:2]1[CH:8]=[C:7]([O:9][C:10]2[C:19]3[C:14](=[CH:15][C:16]([O:22][CH3:23])=[C:17]([O:20][CH3:21])[CH:18]=3)[N:13]=[CH:12][N:11]=2)[CH:6]=[CH:5][C:3]=1[NH2:4].[C:24]1(C)C=C[CH:27]=[CH:26][CH:25]=1.ClC(Cl)([O:34][C:35](=O)[O:36]C(Cl)(Cl)Cl)Cl.C(=O)(O)[O-].[Na+]. The catalyst is C(Cl)Cl.C(O)CCC.C(N(CC)CC)C. The product is [Cl:1][C:2]1[CH:8]=[C:7]([O:9][C:10]2[C:19]3[C:14](=[CH:15][C:16]([O:22][CH3:23])=[C:17]([O:20][CH3:21])[CH:18]=3)[N:13]=[CH:12][N:11]=2)[CH:6]=[CH:5][C:3]=1[NH:4][C:35](=[O:34])[O:36][CH2:27][CH2:26][CH2:25][CH3:24]. The yield is 0.660. (6) The reactants are C([SiH](CC)CC)C.C([O:15][C:16]1[CH:21]=[CH:20][C:19]([N:22]2[C:30]3[C:25](=[CH:26][CH:27]=[CH:28][CH:29]=3)[C:24]([CH:31]=[N:32][OH:33])=[C:23]2[CH3:34])=[CH:18][C:17]=1[F:35])C1C=CC=CC=1.[Cl-].[NH4+].[F-].C([N+](CCCC)(CCCC)CCCC)CCC. The catalyst is ClCCl.O1CCCC1.C(OCC)(=O)C.O.CC([O-])=O.CC([O-])=O.[Pd+2].C(OCC)(=O)C.C(N(CC)CC)C. The product is [F:35][C:17]1[CH:18]=[C:19]([N:22]2[C:30]3[C:25](=[CH:26][CH:27]=[CH:28][CH:29]=3)[C:24]([CH:31]=[N:32][OH:33])=[C:23]2[CH3:34])[CH:20]=[CH:21][C:16]=1[OH:15]. The yield is 0.560.